This data is from Forward reaction prediction with 1.9M reactions from USPTO patents (1976-2016). The task is: Predict the product of the given reaction. (1) Given the reactants [OH:1][C@H:2]1[CH2:7][CH2:6][C@H:5]([CH:8]([CH3:14])[C:9]([O:11][CH2:12][CH3:13])=[O:10])[CH2:4][CH2:3]1.C[Si](C)(C)[N-][Si](C)(C)C.[K+].[Cl:25][C:26]1[C:27]([CH3:33])=[N:28][CH:29]=[CH:30][C:31]=1Cl, predict the reaction product. The product is: [Cl:25][C:26]1[C:27]([CH3:33])=[N:28][CH:29]=[CH:30][C:31]=1[O:1][C@H:2]1[CH2:3][CH2:4][C@H:5]([CH:8]([CH3:14])[C:9]([O:11][CH2:12][CH3:13])=[O:10])[CH2:6][CH2:7]1. (2) Given the reactants [C:1]([O:5][C:6]([N:8]1[CH2:13][CH:12]2[C:10]([C:14]3[CH:19]=[CH:18][C:17]([NH:20]CC4C=CC=CC=4)=[CH:16][CH:15]=3)([CH2:11]2)[CH2:9]1)=[O:7])([CH3:4])([CH3:3])[CH3:2], predict the reaction product. The product is: [C:1]([O:5][C:6]([N:8]1[CH2:13][CH:12]2[C:10]([C:14]3[CH:19]=[CH:18][C:17]([NH2:20])=[CH:16][CH:15]=3)([CH2:11]2)[CH2:9]1)=[O:7])([CH3:4])([CH3:2])[CH3:3]. (3) Given the reactants [Br:1][C:2]1[CH:3]=[C:4]([NH:21][C:22](=[O:27])[CH2:23][C:24](=O)[CH3:25])[CH:5]=[CH:6][C:7]=1[N:8]([CH2:15][CH2:16][CH2:17][CH2:18][CH2:19][CH3:20])[CH2:9][CH2:10][CH2:11][CH2:12][CH2:13][CH3:14].[NH3:28], predict the reaction product. The product is: [NH2:28]/[C:24](/[CH3:25])=[CH:23]\[C:22]([NH:21][C:4]1[CH:5]=[CH:6][C:7]([N:8]([CH2:15][CH2:16][CH2:17][CH2:18][CH2:19][CH3:20])[CH2:9][CH2:10][CH2:11][CH2:12][CH2:13][CH3:14])=[C:2]([Br:1])[CH:3]=1)=[O:27]. (4) Given the reactants [CH3:1][O:2][C:3]([C:5]1[CH:13]=[C:12]2[C:8]([CH:9]=[CH:10][NH:11]2)=[CH:7][CH:6]=1)=[O:4].C([O-])([O-])=O.[Cs+].[Cs+].Cl.[N:21]1[CH:26]=[CH:25][CH:24]=[CH:23][C:22]=1[CH2:27]Cl.C(OCC)(=O)C, predict the reaction product. The product is: [CH3:1][O:2][C:3]([C:5]1[CH:13]=[C:12]2[C:8]([CH:9]=[CH:10][N:11]2[CH2:27][C:22]2[CH:23]=[CH:24][CH:25]=[CH:26][N:21]=2)=[CH:7][CH:6]=1)=[O:4]. (5) Given the reactants [CH3:1][N:2]([C@@H:22]1[C@H:27]([CH3:28])[CH2:26][CH2:25][NH:24][CH2:23]1)[C:3]1[C:4]2[CH:11]=[CH:10][N:9]([S:12]([C:15]3[CH:20]=[CH:19][C:18]([CH3:21])=[CH:17][CH:16]=3)(=[O:14])=[O:13])[C:5]=2[N:6]=[CH:7][N:8]=1.[S:29]1[CH:33]=[N:32][N:31]=[C:30]1[NH:34][C:35](=O)[O:36]C1C=CC=CC=1.C(N(CC)CC)C, predict the reaction product. The product is: [CH3:28][C@@H:27]1[CH2:26][CH2:25][N:24]([C:35]([NH:34][C:30]2[S:29][CH:33]=[N:32][N:31]=2)=[O:36])[CH2:23][C@@H:22]1[N:2]([CH3:1])[C:3]1[C:4]2[CH:11]=[CH:10][N:9]([S:12]([C:15]3[CH:16]=[CH:17][C:18]([CH3:21])=[CH:19][CH:20]=3)(=[O:14])=[O:13])[C:5]=2[N:6]=[CH:7][N:8]=1.